Dataset: Forward reaction prediction with 1.9M reactions from USPTO patents (1976-2016). Task: Predict the product of the given reaction. (1) The product is: [CH2:25]1[C:34]2[C:29](=[CH:30][CH:31]=[CH:32][CH:33]=2)[CH2:28][CH2:27][N:26]1[C:11]([C:2]1[CH:3]=[CH:4][C:5]2[C:10](=[CH:9][CH:8]=[N:7][CH:6]=2)[N:1]=1)=[O:13]. Given the reactants [N:1]1[C:10]2[C:5](=[CH:6][N:7]=[CH:8][CH:9]=2)[CH:4]=[CH:3][C:2]=1[C:11]([OH:13])=O.O.ON1C2C=CC=CC=2N=N1.[CH2:25]1[C:34]2[C:29](=[CH:30][CH:31]=[CH:32][CH:33]=2)[CH2:28][CH2:27][NH:26]1, predict the reaction product. (2) Given the reactants [Br:1][C:2]1[CH:3]=[C:4]([C:7]([C:9]2[CH:14]=[C:13]([N+:15]([O-:17])=[O:16])[CH:12]=[CH:11][C:10]=2Cl)=O)[NH:5][CH:6]=1.O.[NH2:20][NH2:21], predict the reaction product. The product is: [Br:1][C:2]1[CH:3]=[C:4]([C:7]2[C:9]3[C:10](=[CH:11][CH:12]=[C:13]([N+:15]([O-:17])=[O:16])[CH:14]=3)[NH:21][N:20]=2)[NH:5][CH:6]=1. (3) The product is: [ClH:1].[N:18]1([C:21]2[S:22][CH:23]=[C:24]([C:26]([O:28][CH3:29])=[O:27])[N:25]=2)[CH2:19][CH2:20][NH:15][CH2:16][CH2:17]1. Given the reactants [Cl:1]C(OC(Cl)C)=O.C1(C[N:15]2[CH2:20][CH2:19][N:18]([C:21]3[S:22][CH:23]=[C:24]([C:26]([O:28][CH3:29])=[O:27])[N:25]=3)[CH2:17][CH2:16]2)C=CC=CC=1, predict the reaction product.